This data is from NCI-60 drug combinations with 297,098 pairs across 59 cell lines. The task is: Regression. Given two drug SMILES strings and cell line genomic features, predict the synergy score measuring deviation from expected non-interaction effect. Drug 1: C1=CN(C=N1)CC(O)(P(=O)(O)O)P(=O)(O)O. Drug 2: CC1=C(C(=O)C2=C(C1=O)N3CC4C(C3(C2COC(=O)N)OC)N4)N. Cell line: SR. Synergy scores: CSS=56.5, Synergy_ZIP=-0.558, Synergy_Bliss=-1.61, Synergy_Loewe=-23.1, Synergy_HSA=0.886.